From a dataset of Forward reaction prediction with 1.9M reactions from USPTO patents (1976-2016). Predict the product of the given reaction. (1) Given the reactants [CH2:1]([NH:3][C:4]1[CH:9]=[C:8]([O:10][CH3:11])[C:7]([O:12][CH3:13])=[CH:6][C:5]=1[C@@H:14]1[CH2:23][CH2:22][C:21]2[CH:20]=[C:19]([O:24]C(=O)C(C)(C)C)[CH:18]=[CH:17][C:16]=2[CH2:15]1)[CH3:2].[F:31][C:32]1[CH:50]=[C:49]([CH:51]=O)[CH:48]=[CH:47][C:33]=1[O:34][CH2:35][C:36]([NH:39]C(=O)OC(C)(C)C)([CH3:38])[CH3:37], predict the reaction product. The product is: [NH2:39][C:36]([CH3:38])([CH3:37])[CH2:35][O:34][C:33]1[CH:47]=[CH:48][C:49]([CH2:51][CH2:2][CH2:1][NH:3][C:4]2[CH:9]=[C:8]([O:10][CH3:11])[C:7]([O:12][CH3:13])=[CH:6][C:5]=2[C@@H:14]2[CH2:23][CH2:22][C:21]3[CH:20]=[C:19]([OH:24])[CH:18]=[CH:17][C:16]=3[CH2:15]2)=[CH:50][C:32]=1[F:31]. (2) Given the reactants [NH2:1][C:2]1[N:25]=[C:24]([Cl:26])[CH:23]=[CH:22][C:3]=1[C:4]([NH:6][CH2:7][C:8]1[CH:13]=[CH:12][C:11]([O:14][CH2:15][C:16]2[CH:21]=[CH:20][CH:19]=[CH:18][CH:17]=2)=[CH:10][CH:9]=1)=[O:5].CN(C)C=O.[Br:32]N1C(=O)CCC1=O, predict the reaction product. The product is: [NH2:1][C:2]1[N:25]=[C:24]([Cl:26])[C:23]([Br:32])=[CH:22][C:3]=1[C:4]([NH:6][CH2:7][C:8]1[CH:9]=[CH:10][C:11]([O:14][CH2:15][C:16]2[CH:21]=[CH:20][CH:19]=[CH:18][CH:17]=2)=[CH:12][CH:13]=1)=[O:5]. (3) Given the reactants C(=O)([O-])[O-].[K+].[K+].[OH:7][C:8]1[CH:12]=[C:11]([CH3:13])[NH:10][N:9]=1.Cl[C:15]1[C:20]([Cl:21])=[CH:19][C:18]([C:22]([F:25])([F:24])[F:23])=[CH:17][N:16]=1.Cl, predict the reaction product. The product is: [Cl:21][C:20]1[C:15]([O:7][C:8]2[CH:12]=[C:11]([CH3:13])[NH:10][N:9]=2)=[N:16][CH:17]=[C:18]([C:22]([F:24])([F:23])[F:25])[CH:19]=1. (4) Given the reactants [NH2:1][C:2]1([CH2:7][N:8]2[CH2:13][CH2:12][CH:11]([CH2:14][NH:15][C:16](=[O:31])[C:17]3[CH:22]=[C:21]([C:23]([F:26])([F:25])[F:24])[CH:20]=[C:19]([C:27]([F:30])([F:29])[F:28])[CH:18]=3)[CH2:10][CH2:9]2)[CH2:6][CH2:5][CH2:4][CH2:3]1.[CH2:32]([N:34]=[C:35]=[O:36])[CH3:33], predict the reaction product. The product is: [CH2:32]([NH:34][C:35](=[O:36])[NH:1][C:2]1([CH2:7][N:8]2[CH2:13][CH2:12][CH:11]([CH2:14][NH:15][C:16](=[O:31])[C:17]3[CH:22]=[C:21]([C:23]([F:24])([F:25])[F:26])[CH:20]=[C:19]([C:27]([F:28])([F:29])[F:30])[CH:18]=3)[CH2:10][CH2:9]2)[CH2:6][CH2:5][CH2:4][CH2:3]1)[CH3:33]. (5) Given the reactants Br[C:2]1[CH:9]=[CH:8][C:5]([C:6]#[N:7])=[C:4]([Cl:10])[CH:3]=1.[F:11][C:12]1[CH:17]=[CH:16][CH:15]=[CH:14][C:13]=1B(O)O.C(=O)([O-])[O-].[Na+].[Na+], predict the reaction product. The product is: [Cl:10][C:4]1[CH:3]=[C:2]([C:13]2[CH:14]=[CH:15][CH:16]=[CH:17][C:12]=2[F:11])[CH:9]=[CH:8][C:5]=1[C:6]#[N:7]. (6) Given the reactants [Br:1][C:2]1[CH:7]=[CH:6][C:5]([C:8]2[O:12][N:11]=[C:10]([CH3:13])[C:9]=2[CH:14]=[O:15])=[CH:4][CH:3]=1.[CH2:16]([Mg]Br)[CH2:17][CH:18]=[CH2:19], predict the reaction product. The product is: [Br:1][C:2]1[CH:3]=[CH:4][C:5]([C:8]2[O:12][N:11]=[C:10]([CH3:13])[C:9]=2[CH:14]([OH:15])[CH2:19][CH2:18][CH:17]=[CH2:16])=[CH:6][CH:7]=1. (7) Given the reactants [OH:1][C@H:2]([C:36]1[CH:41]=[CH:40][CH:39]=[CH:38][CH:37]=1)[CH2:3][O:4][C:5](=[O:35])[CH:6]=[CH:7][C:8]1[CH:13]=[CH:12][C:11]([O:14][C:15](=[O:34])[C:16]2[CH:21]=[CH:20][C:19]([O:22][CH2:23][CH2:24][CH2:25][CH2:26][CH2:27][CH2:28][O:29][C:30](=[O:33])[CH:31]=[CH2:32])=[CH:18][CH:17]=2)=[CH:10][CH:9]=1.[C:42]([O:46][CH2:47][CH2:48][CH2:49][CH2:50][CH2:51][CH2:52][O:53][C:54]1[CH:62]=[CH:61][C:57]([C:58](O)=[O:59])=[CH:56][CH:55]=1)(=[O:45])[CH:43]=[CH2:44], predict the reaction product. The product is: [C:42]([O:46][CH2:47][CH2:48][CH2:49][CH2:50][CH2:51][CH2:52][O:53][C:54]1[CH:62]=[CH:61][C:57]([C:58]([O:1][C@H:2]([C:36]2[CH:37]=[CH:38][CH:39]=[CH:40][CH:41]=2)[CH2:3][O:4][C:5](=[O:35])[CH:6]=[CH:7][C:8]2[CH:13]=[CH:12][C:11]([O:14][C:15](=[O:34])[C:16]3[CH:21]=[CH:20][C:19]([O:22][CH2:23][CH2:24][CH2:25][CH2:26][CH2:27][CH2:28][O:29][C:30](=[O:33])[CH:31]=[CH2:32])=[CH:18][CH:17]=3)=[CH:10][CH:9]=2)=[O:59])=[CH:56][CH:55]=1)(=[O:45])[CH:43]=[CH2:44].